From a dataset of Full USPTO retrosynthesis dataset with 1.9M reactions from patents (1976-2016). Predict the reactants needed to synthesize the given product. (1) Given the product [F:1][C:2]1[CH:31]=[C:30]([F:32])[CH:29]=[CH:28][C:3]=1[O:4][C:5]1[CH:10]=[CH:9][C:8]([S:11]([CH3:14])(=[O:12])=[O:13])=[CH:7][C:6]=1[C:15]1[C:16]2[CH:25]=[C:24]([CH2:26][N:35]([CH3:36])[CH3:34])[NH:23][C:17]=2[C:18](=[O:22])[N:19]([CH3:21])[CH:20]=1, predict the reactants needed to synthesize it. The reactants are: [F:1][C:2]1[CH:31]=[C:30]([F:32])[CH:29]=[CH:28][C:3]=1[O:4][C:5]1[CH:10]=[CH:9][C:8]([S:11]([CH3:14])(=[O:13])=[O:12])=[CH:7][C:6]=1[C:15]1[C:16]2[CH:25]=[C:24]([CH:26]=O)[NH:23][C:17]=2[C:18](=[O:22])[N:19]([CH3:21])[CH:20]=1.Cl.[CH3:34][NH:35][CH3:36].C([BH3-])#N.[Na+]. (2) The reactants are: C([O:8][C:9]1[CH:37]=[CH:36][C:12]([CH2:13][N:14]2[C:22]3[C:17](=[CH:18][CH:19]=[CH:20][CH:21]=3)[C:16]3([C:34]4[C:25](=[CH:26][C:27]5[O:32][CH2:31][CH2:30][O:29][C:28]=5[CH:33]=4)[O:24][CH2:23]3)[C:15]2=[O:35])=[CH:11][CH:10]=1)C1C=CC=CC=1.C(OC1C=CC(CN2C3C(=CC=CC=3)C3(COC4C=C5C(=CC3=4)CCO5)C2=O)=CC=1)C1C=CC=CC=1. Given the product [OH:8][C:9]1[CH:10]=[CH:11][C:12]([CH2:13][N:14]2[C:22]3[C:17](=[CH:18][CH:19]=[CH:20][CH:21]=3)[C:16]3([C:34]4[C:25](=[CH:26][C:27]5[O:32][CH2:31][CH2:30][O:29][C:28]=5[CH:33]=4)[O:24][CH2:23]3)[C:15]2=[O:35])=[CH:36][CH:37]=1, predict the reactants needed to synthesize it. (3) Given the product [CH3:3][CH:2]([C:4]([O:6][C:7]1[CH:8]=[CH:9][C:10]([CH2:29][OH:30])=[CH:11][C:12]=1[C@@H:13]([C:23]1[CH:28]=[CH:27][CH:26]=[CH:25][CH:24]=1)[CH2:14][CH2:15][N:16]([CH:20]([CH3:21])[CH3:22])[CH:17]([CH3:18])[CH3:19])=[O:5])[CH3:1].[CH:63](/[C:62]([OH:69])=[O:68])=[CH:64]\[C:65]([OH:67])=[O:66], predict the reactants needed to synthesize it. The reactants are: [CH3:1][CH:2]([C:4]([O:6][C:7]1[CH:8]=[CH:9][C:10]([CH2:29][OH:30])=[CH:11][C:12]=1[C@@H:13]([C:23]1[CH:24]=[CH:25][CH:26]=[CH:27][CH:28]=1)[CH2:14][CH2:15][N:16]([CH:20]([CH3:22])[CH3:21])[CH:17]([CH3:19])[CH3:18])=[O:5])[CH3:3].C(N(CC[C@@H](C1C=C(Br)C=CC=1OCC1C=CC=CC=1)C1C=CC=CC=1)C(C)C)(C)C.[C:62]([OH:69])(=[O:68])/[CH:63]=[CH:64]/[C:65]([OH:67])=[O:66].C1CCCCC1. (4) Given the product [Cl:9][C:10]1[CH:17]=[C:16]([N:5]2[CH2:4][CH2:3][C@H:2]([OH:1])[C@@H:6]2[CH3:7])[CH:15]=[CH:14][C:11]=1[C:12]#[N:13], predict the reactants needed to synthesize it. The reactants are: [OH:1][C@@H:2]1[C@H:6]([CH3:7])[NH:5][C:4](=O)[CH2:3]1.[Cl:9][C:10]1[CH:17]=[C:16](F)[CH:15]=[CH:14][C:11]=1[C:12]#[N:13].